From a dataset of Peptide-MHC class II binding affinity with 134,281 pairs from IEDB. Regression. Given a peptide amino acid sequence and an MHC pseudo amino acid sequence, predict their binding affinity value. This is MHC class II binding data. (1) The peptide sequence is NAQRFGISNYCQI. The MHC is HLA-DQA10501-DQB10201 with pseudo-sequence HLA-DQA10501-DQB10201. The binding affinity (normalized) is 0.309. (2) The MHC is HLA-DPA10201-DPB11401 with pseudo-sequence HLA-DPA10201-DPB11401. The binding affinity (normalized) is 0.596. The peptide sequence is VFKVAATAANAAPAN. (3) The peptide sequence is INVGFKAAVAAAASV. The MHC is DRB1_1101 with pseudo-sequence DRB1_1101. The binding affinity (normalized) is 0.614.